Predict the reaction yield, written as a fraction of the theoretical maximum amount of product (1.0 means a 100% yield; for example, 0.34 means a 34% yield). From a dataset of Reaction yield outcomes from USPTO patents with 853,638 reactions. The yield is 0.910. The catalyst is CN(C=O)C. The reactants are [Cl:1][C:2]1[CH:3]=[C:4]([CH:24]=[CH:25][CH:26]=1)[CH2:5][N:6]1[CH2:11][CH2:10][CH2:9][C@@H:8]([NH:12][C:13]2[N:14]=[CH:15][C:16](/[CH:19]=[CH:20]/[C:21](O)=[O:22])=[N:17][CH:18]=2)[CH2:7]1.[O:27]1[CH2:32][CH2:31][CH2:30][CH2:29][CH:28]1[O:33][NH2:34].C1C=CC2N(O)N=NC=2C=1.CCN=C=NCCCN(C)C. The product is [Cl:1][C:2]1[CH:3]=[C:4]([CH:24]=[CH:25][CH:26]=1)[CH2:5][N:6]1[CH2:11][CH2:10][CH2:9][C@@H:8]([NH:12][C:13]2[N:14]=[CH:15][C:16](/[CH:19]=[CH:20]/[C:21]([NH:34][O:33][CH:28]3[CH2:29][CH2:30][CH2:31][CH2:32][O:27]3)=[O:22])=[N:17][CH:18]=2)[CH2:7]1.